This data is from Forward reaction prediction with 1.9M reactions from USPTO patents (1976-2016). The task is: Predict the product of the given reaction. (1) Given the reactants [S:1]1[C:5]2[CH:6]=[CH:7][CH:8]=[CH:9][C:4]=2[N:3]=[C:2]1[C:10]1[C:14]([NH2:15])=[CH:13][NH:12][N:11]=1.[CH:16]1([C:20](Cl)=[O:21])[CH2:19][CH2:18][CH2:17]1.N1C2C=CC=CC=2N=C1C1C(NC(=O)C(C)C)=CNN=1, predict the reaction product. The product is: [S:1]1[C:5]2[CH:6]=[CH:7][CH:8]=[CH:9][C:4]=2[N:3]=[C:2]1[C:10]1[C:14]([NH:15][C:20]([CH:16]2[CH2:19][CH2:18][CH2:17]2)=[O:21])=[CH:13][NH:12][N:11]=1. (2) Given the reactants [NH2:1][C:2]1[S:10][C:5]2[CH2:6][O:7][CH2:8][CH2:9][C:4]=2[C:3]=1[C:11]#[N:12].[C:13]([N:21]=[C:22]=[O:23])(=[O:20])[C:14]1[CH:19]=[CH:18][CH:17]=[CH:16][CH:15]=1, predict the reaction product. The product is: [C:11]([C:3]1[C:4]2[CH2:9][CH2:8][O:7][CH2:6][C:5]=2[S:10][C:2]=1[NH:1][C:22]([NH:21][C:13](=[O:20])[C:14]1[CH:15]=[CH:16][CH:17]=[CH:18][CH:19]=1)=[O:23])#[N:12]. (3) Given the reactants [C:1]([N:9]1[C@@H:13]([CH2:14][CH2:15][C:16]([O:18][CH2:19][C:20]2[CH:25]=[CH:24][CH:23]=[CH:22][CH:21]=2)=[O:17])[C:12](=[O:26])OC1=O)(=[O:8])[C:2]1[CH:7]=[CH:6][CH:5]=[CH:4][CH:3]=1.[C:28]1([CH3:37])[CH:33]=[CH:32][C:31]([C@@H:34]([NH2:36])[CH3:35])=[CH:30][CH:29]=1.CN1CCOCC1.Cl, predict the reaction product. The product is: [C:28]1([CH3:37])[CH:33]=[CH:32][C:31]([C@@H:34]([NH:36][C:12](=[O:26])[C@H:13]([CH2:14][CH2:15][C:16]([O:18][CH2:19][C:20]2[CH:21]=[CH:22][CH:23]=[CH:24][CH:25]=2)=[O:17])[NH:9][C:1](=[O:8])[C:2]2[CH:3]=[CH:4][CH:5]=[CH:6][CH:7]=2)[CH3:35])=[CH:30][CH:29]=1. (4) Given the reactants [C:15]1(C)[CH:16]=[CH:17]C(S([O-])(=[O:8])=[O:8])=[CH:13][CH:14]=1.[NH+]1[CH:17]=[CH:16][CH:15]=[CH:14][CH:13]=1.[OH:18][C@@H:19]([CH3:27])[C@@H:20]([CH3:26])[CH2:21][C:22]([O:24][CH3:25])=[O:23], predict the reaction product. The product is: [CH3:26][C@H:20]([C@@H:19]([O:18][CH:17]1[CH2:16][CH2:15][CH2:14][CH2:13][O:8]1)[CH3:27])[CH2:21][C:22]([O:24][CH3:25])=[O:23]. (5) Given the reactants [F:1][C:2]1[CH:23]=[CH:22][C:5]([CH2:6][NH:7][C:8]([C:10]2[S:18][C:17]3[N:12]([C:13](=[O:21])[NH:14][C:15](=[O:20])[C:16]=3[CH3:19])[CH:11]=2)=[O:9])=[CH:4][CH:3]=1.C(=O)([O-])[O-].[Cs+].[Cs+].Br[CH2:31][C:32]#[C:33][CH3:34], predict the reaction product. The product is: [F:1][C:2]1[CH:3]=[CH:4][C:5]([CH2:6][NH:7][C:8]([C:10]2[S:18][C:17]3[N:12]([C:13](=[O:21])[N:14]([CH2:31][C:32]#[C:33][CH3:34])[C:15](=[O:20])[C:16]=3[CH3:19])[CH:11]=2)=[O:9])=[CH:22][CH:23]=1. (6) The product is: [CH3:28][S:39]([C:3]1[CH:8]=[CH:7][C:6]([NH:9][C:10]2[N:15]=[C:14]([N:16]3[C:25]4[CH:24]=[CH:23][CH:22]=[C:21]([OH:26])[C:20]=4[CH2:19][CH2:18][CH2:17]3)[CH:13]=[CH:12][N:11]=2)=[CH:5][CH:4]=1)(=[O:41])=[O:38]. Given the reactants CS[C:3]1[CH:8]=[CH:7][C:6]([NH:9][C:10]2[N:15]=[C:14]([N:16]3[C:25]4[CH:24]=[CH:23][CH:22]=[C:21]([OH:26])[C:20]=4[CH2:19][CH2:18][CH2:17]3)[CH:13]=[CH:12][N:11]=2)=[CH:5][CH:4]=1.Cl[C:28]1C=CC=C(C(OO)=O)C=1.[O-:38][S:39]([O-:41])=O.[Na+].[Na+], predict the reaction product. (7) The product is: [CH2:1]([O:8][C:9]1[N:10]=[N:11][C:12]([C:23]2([C:26]3[CH:31]=[CH:30][C:29]([F:92])=[CH:28][CH:27]=3)[CH2:24][CH2:25]2)=[CH:13][C:14]=1[O:15][CH2:16][C:17]1[CH:18]=[CH:19][CH:20]=[CH:21][CH:22]=1)[C:2]1[CH:3]=[CH:4][CH:5]=[CH:6][CH:7]=1. Given the reactants [CH2:1]([O:8][C:9]1[N:10]=[N:11][C:12]([C:23]2([C:26]3[CH:31]=[CH:30][CH:29]=[CH:28][CH:27]=3)[CH2:25][CH2:24]2)=[CH:13][C:14]=1[O:15][CH2:16][C:17]1[CH:22]=[CH:21][CH:20]=[CH:19][CH:18]=1)[C:2]1[CH:7]=[CH:6][CH:5]=[CH:4][CH:3]=1.C(OC1N=NC(C(C2C=CC=CC=2)=C)=CC=1OCC1C=CC=CC=1)C1C=CC=CC=1.C(OC1N=NC(C(C2C=CC([F:92])=CC=2)=C)=CC=1OCC1C=CC=CC=1)C1C=CC=CC=1, predict the reaction product.